This data is from Reaction yield outcomes from USPTO patents with 853,638 reactions. The task is: Predict the reaction yield, written as a fraction of the theoretical maximum amount of product (1.0 means a 100% yield; for example, 0.34 means a 34% yield). The reactants are [F:1][C:2]1[CH:7]=[C:6]([O:8][CH3:9])[CH:5]=[C:4]([F:10])[C:3]=1[C:11]1[N:16]=[C:15]([C:17]([O:19]C)=[O:18])[CH:14]=[CH:13][C:12]=1[F:21].[Li+].[OH-]. The catalyst is C1COCC1.CO. The product is [F:1][C:2]1[CH:7]=[C:6]([O:8][CH3:9])[CH:5]=[C:4]([F:10])[C:3]=1[C:11]1[N:16]=[C:15]([C:17]([OH:19])=[O:18])[CH:14]=[CH:13][C:12]=1[F:21]. The yield is 0.840.